This data is from Full USPTO retrosynthesis dataset with 1.9M reactions from patents (1976-2016). The task is: Predict the reactants needed to synthesize the given product. (1) Given the product [Cl:11][C:8]1[CH:9]=[CH:10][C:3]([CH2:2][P:12](=[O:19])([O:16][CH2:17][CH3:18])[O:13][CH2:14][CH3:15])=[C:4]([C:5]#[N:6])[CH:7]=1, predict the reactants needed to synthesize it. The reactants are: Br[CH2:2][C:3]1[CH:10]=[CH:9][C:8]([Cl:11])=[CH:7][C:4]=1[C:5]#[N:6].[P:12]([O:19]CC)([O:16][CH2:17][CH3:18])[O:13][CH2:14][CH3:15]. (2) The reactants are: [CH2:1]([N:8]1[C:13](=[O:14])[C:12](Br)=[C:11]([O:16][CH2:17][C:18]2[CH:23]=[CH:22][CH:21]=[CH:20][CH:19]=2)[CH:10]=[N:9]1)[C:2]1[CH:7]=[CH:6][CH:5]=[CH:4][CH:3]=1.[Li]CCCC. Given the product [CH2:1]([N:8]1[C:13](=[O:14])[CH:12]=[C:11]([O:16][CH2:17][C:18]2[CH:23]=[CH:22][CH:21]=[CH:20][CH:19]=2)[CH:10]=[N:9]1)[C:2]1[CH:3]=[CH:4][CH:5]=[CH:6][CH:7]=1, predict the reactants needed to synthesize it. (3) The reactants are: Br[C:2]1[C:3]([CH3:8])=[N:4][O:5][C:6]=1[CH3:7].[Li]CCCC.[Br:14][C:15]1[C:16]([F:35])=[CH:17][C:18]([F:34])=[C:19]([C@@:21]([NH:26][C:27](=[O:33])[O:28][C:29]([CH3:32])([CH3:31])[CH3:30])([CH2:23][CH:24]=[O:25])[CH3:22])[CH:20]=1. Given the product [Br:14][C:15]1[C:16]([F:35])=[CH:17][C:18]([F:34])=[C:19]([C@@:21]([NH:26][C:27](=[O:33])[O:28][C:29]([CH3:30])([CH3:31])[CH3:32])([CH2:23][C@H:24]([C:2]2[C:3]([CH3:8])=[N:4][O:5][C:6]=2[CH3:7])[OH:25])[CH3:22])[CH:20]=1, predict the reactants needed to synthesize it. (4) Given the product [F:3][C:4]1[CH:24]=[CH:23][C:22]([N:25]2[CH2:30][CH2:29][CH2:28][CH:27]([CH2:31][OH:32])[CH2:26]2)=[CH:21][C:5]=1[C:6]([NH:8][C:9]1[C:10]([CH3:20])=[C:11]([CH:16]=[CH:17][C:18]=1[CH3:19])[C:12]([OH:14])=[O:13])=[O:7], predict the reactants needed to synthesize it. The reactants are: [OH-].[Na+].[F:3][C:4]1[CH:24]=[CH:23][C:22]([N:25]2[CH2:30][CH2:29][CH2:28][CH:27]([CH2:31][OH:32])[CH2:26]2)=[CH:21][C:5]=1[C:6]([NH:8][C:9]1[C:10]([CH3:20])=[C:11]([CH:16]=[CH:17][C:18]=1[CH3:19])[C:12]([O:14]C)=[O:13])=[O:7].CCO. (5) Given the product [Na+:33].[CH3:30][C:7]1[CH:8]=[C:9]([NH:12][CH2:13][C:14]2[S:18][C:17]([C:19]3[CH:24]=[CH:23][C:22]([C:25]([F:28])([F:26])[F:27])=[CH:21][CH:20]=3)=[N:16][C:15]=2[CH3:29])[CH:10]=[CH:11][C:6]=1[CH2:5][CH2:4][C:3]([O-:31])=[O:2], predict the reactants needed to synthesize it. The reactants are: C[O:2][C:3](=[O:31])[CH2:4][CH2:5][C:6]1[CH:11]=[CH:10][C:9]([NH:12][CH2:13][C:14]2[S:18][C:17]([C:19]3[CH:24]=[CH:23][C:22]([C:25]([F:28])([F:27])[F:26])=[CH:21][CH:20]=3)=[N:16][C:15]=2[CH3:29])=[CH:8][C:7]=1[CH3:30].[OH-].[Na+:33]. (6) Given the product [Cl:135][C:133]1[CH:134]=[C:129]2[C:128]([CH3:146])([CH3:145])/[C:127](=[CH:126]\[CH:125]=[C:91](/[C:87]3[CH:88]=[CH:89][CH:90]=[C:85]([CH2:84][CH2:83][C:80]([O:82][N:70]4[C:74](=[O:75])[CH2:73][CH2:72][C:71]4=[O:76])=[O:81])[CH:86]=3)\[CH:92]=[CH:93]\[C:94]3[C:102]([CH3:103])([CH3:104])[C:101]4[C:100]5[CH:105]=[C:106]([S:113]([O-:116])(=[O:114])=[O:115])[CH:107]=[C:108]([S:109]([O-:112])(=[O:110])=[O:111])[C:99]=5[CH:98]=[CH:97][C:96]=4[N+:95]=3[CH2:117][CH2:118][CH2:119][CH2:120][S:121]([O-:124])(=[O:123])=[O:122])/[N:144]=[C:130]2[N:131]([CH2:136][CH2:137][CH2:138][CH2:139][S:140]([O-:143])(=[O:142])=[O:141])[CH:132]=1.[Na+:77].[Na+:77].[Na+:77], predict the reactants needed to synthesize it. The reactants are: ClC1C=C2C(C)(C)/C(=C\C=C(/C3C=CC=C(CCCCC(O[N:70]4[C:74](=[O:75])[CH2:73][CH2:72][C:71]4=[O:76])=O)C=3)\C=C\C3C(C)(C)C4C5C=C(S([O-])(=O)=O)C=C(S([O-])(=O)=O)C=5C=CC=4[N+]=3CCCCS([O-])(=O)=O)/N=C2N(CCCCS([O-])(=O)=O)C=1.[Na+:77].[Na+].[Na+].[C:80]([CH2:83][CH2:84][C:85]1[CH:86]=[C:87](/[C:91](=[CH:125]\[CH:126]=[C:127]2/[C:128]([CH3:146])([CH3:145])[C:129]3[C:130](=[N:144]/2)[N:131]([CH2:136][CH2:137][CH2:138][CH2:139][S:140]([O-:143])(=[O:142])=[O:141])[CH:132]=[C:133]([Cl:135])[CH:134]=3)/[CH:92]=[CH:93]/[C:94]2[C:102]([CH3:104])([CH3:103])[C:101]3[C:100]4[CH:105]=[C:106]([S:113]([O-:116])(=[O:115])=[O:114])[CH:107]=[C:108]([S:109]([O-:112])(=[O:111])=[O:110])[C:99]=4[CH:98]=[CH:97][C:96]=3[N+:95]=2[CH2:117][CH2:118][CH2:119][CH2:120][S:121]([O-:124])(=[O:123])=[O:122])[CH:88]=[CH:89][CH:90]=1)([OH:82])=[O:81].[Na+].[Na+].[Na+].